Task: Predict the product of the given reaction.. Dataset: Forward reaction prediction with 1.9M reactions from USPTO patents (1976-2016) (1) Given the reactants [CH3:1][C:2]1[C:11]([N+:12]([O-])=O)=[CH:10][C:9]([C:15]([F:18])([F:17])[F:16])=[CH:8][C:3]=1[C:4]([O:6][CH3:7])=[O:5], predict the reaction product. The product is: [NH2:12][C:11]1[C:2]([CH3:1])=[C:3]([CH:8]=[C:9]([C:15]([F:16])([F:17])[F:18])[CH:10]=1)[C:4]([O:6][CH3:7])=[O:5]. (2) Given the reactants N#N.[NH:3]1[C:7]2[CH:8]=[CH:9][CH:10]=[CH:11][C:6]=2[N:5]=[C:4]1[C@H:12]([NH:22][C:23]([NH:25][C@@H:26]1[CH2:30][CH2:29][NH:28][CH2:27]1)=[O:24])[CH2:13][C:14]1[CH:19]=[CH:18][C:17]([O:20][CH3:21])=[CH:16][CH:15]=1.C(N1CC[O:36][CH2:35][CH2:34]1)C.CN(C(ON1N=NC2C=CC=CC1=2)=[N+](C)C)C.[B-](F)(F)(F)F.C(O)(=O)C, predict the reaction product. The product is: [NH:3]1[C:7]2[CH:8]=[CH:9][CH:10]=[CH:11][C:6]=2[N:5]=[C:4]1[C@H:12]([NH:22][C:23]([NH:25][C@@H:26]1[CH2:30][CH2:29][N:28]([C:35](=[O:36])[CH3:34])[CH2:27]1)=[O:24])[CH2:13][C:14]1[CH:15]=[CH:16][C:17]([O:20][CH3:21])=[CH:18][CH:19]=1. (3) Given the reactants Cl[C:2]1[N:10]=[C:9]([Cl:11])[CH:8]=[CH:7][C:3]=1[C:4]([NH2:6])=[O:5].[CH3:12][NH2:13], predict the reaction product. The product is: [Cl:11][C:9]1[CH:8]=[CH:7][C:3]([C:4]([NH2:6])=[O:5])=[C:2]([NH:13][CH3:12])[N:10]=1.